Dataset: HIV replication inhibition screening data with 41,000+ compounds from the AIDS Antiviral Screen. Task: Binary Classification. Given a drug SMILES string, predict its activity (active/inactive) in a high-throughput screening assay against a specified biological target. (1) The molecule is C[n+]1c(-c2ccc(C=NNC(=O)C(=O)NN=Cc3ccc(-c4cn5ccsc5[n+]4C)cc3)cc2)cn2ccsc21.[Br-]. The result is 1 (active). (2) The compound is Nc1ccc(C=Cc2ccnc3ccccc23)cc1. The result is 0 (inactive). (3) The compound is COC(=O)C=C1N=C(N(C)N=Cc2ccccc2)NC1=O. The result is 0 (inactive). (4) The compound is CC(C)(C)OC(=O)NC(Cc1ccc([N+](=O)[O-])cc1)C(=O)NCC(=O)OCc1ccccc1. The result is 0 (inactive). (5) The compound is N#CC12C3C4C5C3C1n1c(=O)n(-c3ccccc3)c(=O)n1C5C42. The result is 0 (inactive). (6) The molecule is C[N+]12CCCCC1CC2. The result is 1 (active). (7) The compound is COc1ccc(NC(=O)C(Cc2cc(=O)oc3cc(O)ccc23)=NNC(C)(C)C)c(OC)c1. The result is 0 (inactive). (8) The molecule is Cc1ccc(Cl)c2c(=O)c3ccc([N+](=O)[O-])cc3sc12. The result is 0 (inactive).